The task is: Predict which catalyst facilitates the given reaction.. This data is from Catalyst prediction with 721,799 reactions and 888 catalyst types from USPTO. (1) Reactant: [OH:1][C:2]1[CH:7]=[CH:6][CH:5]=[C:4]([O:8][CH3:9])[C:3]=1[C:10](=[O:12])[CH3:11].CN(C)C=O.C(=O)([O-])[O-].[K+].[K+].[CH3:24][O:25][C:26]1[CH:33]=[CH:32][C:29]([CH2:30]Cl)=[CH:28][CH:27]=1. Product: [CH3:9][O:8][C:4]1[CH:5]=[CH:6][CH:7]=[C:2]([O:1][CH2:30][C:29]2[CH:32]=[CH:33][C:26]([O:25][CH3:24])=[CH:27][CH:28]=2)[C:3]=1[C:10](=[O:12])[CH3:11]. The catalyst class is: 282. (2) Reactant: [OH:1][C:2]1[CH:7]=[CH:6][C:5]([CH:8]=[CH:9][C:10]([O:12][CH2:13][CH3:14])=[O:11])=[CH:4][C:3]=1[O:15][CH2:16][CH2:17][CH2:18][O:19][CH3:20]. Product: [OH:1][C:2]1[CH:7]=[CH:6][C:5]([CH2:8][CH2:9][C:10]([O:12][CH2:13][CH3:14])=[O:11])=[CH:4][C:3]=1[O:15][CH2:16][CH2:17][CH2:18][O:19][CH3:20]. The catalyst class is: 8. (3) Reactant: [Br:1][CH2:2][CH2:3][CH2:4][O:5][C:6]1[CH:48]=[CH:47][C:9]([CH2:10][NH:11][C:12]2[N:17]=[C:16]([O:18][CH2:19][C:20]([F:23])([F:22])[F:21])[N:15]=[C:14]([NH:24][C:25]3[CH:46]=[CH:45][C:28]([C:29]([NH:31][CH2:32][C:33]([CH3:44])([CH3:43])[CH2:34][NH:35]C(=O)OC(C)(C)C)=[O:30])=[CH:27][CH:26]=3)[CH:13]=2)=[CH:8][CH:7]=1. Product: [NH2:35][CH2:34][C:33]([CH3:44])([CH3:43])[CH2:32][NH:31][C:29](=[O:30])[C:28]1[CH:45]=[CH:46][C:25]([NH:24][C:14]2[CH:13]=[C:12]([NH:11][CH2:10][C:9]3[CH:47]=[CH:48][C:6]([O:5][CH2:4][CH2:3][CH2:2][Br:1])=[CH:7][CH:8]=3)[N:17]=[C:16]([O:18][CH2:19][C:20]([F:23])([F:21])[F:22])[N:15]=2)=[CH:26][CH:27]=1. The catalyst class is: 137. (4) The catalyst class is: 29. Reactant: C([N:8]1[CH2:13][CH2:12][N:11]([C:14]([C@H:16]2[CH2:21][N:20]([C:22]([CH3:25])([CH3:24])[CH3:23])[CH2:19][CH2:18][N:17]2[C:26]([O:28][C:29]([CH3:32])([CH3:31])[CH3:30])=[O:27])=[O:15])[CH2:10][CH2:9]1)C1C=CC=CC=1. Product: [C:22]([N:20]1[CH2:19][CH2:18][N:17]([C:26]([O:28][C:29]([CH3:32])([CH3:31])[CH3:30])=[O:27])[C@@H:16]([C:14]([N:11]2[CH2:10][CH2:9][NH:8][CH2:13][CH2:12]2)=[O:15])[CH2:21]1)([CH3:23])([CH3:24])[CH3:25]. (5) Reactant: [Br:1][C:2]1[N:3]=[C:4]([CH2:7][O:8][N:9]=[C:10]([C:17]2[CH:22]=[CH:21][CH:20]=[CH:19][CH:18]=2)[C:11]2[NH:15][C:14](=[O:16])[O:13][N:12]=2)[S:5][CH:6]=1.CI.[C:25](=O)([O-])[O-].[K+].[K+]. Product: [Br:1][C:2]1[N:3]=[C:4]([CH2:7][O:8][N:9]=[C:10]([C:17]2[CH:22]=[CH:21][CH:20]=[CH:19][CH:18]=2)[C:11]2[N:15]([CH3:25])[C:14](=[O:16])[O:13][N:12]=2)[S:5][CH:6]=1. The catalyst class is: 444. (6) Reactant: C([O:5][C:6](=[O:38])[C:7]([CH2:14][NH:15][C:16]([C:18]1[N:19]=[C:20]([C:36]#[N:37])[C:21]2[C:26]([C:27]=1[OH:28])=[CH:25][CH:24]=[C:23]([O:29][C:30]1[CH:35]=[CH:34][CH:33]=[CH:32][CH:31]=1)[CH:22]=2)=[O:17])([CH2:11][CH2:12][CH3:13])[CH2:8][CH2:9][CH3:10])(C)(C)C.C(O)(C(F)(F)F)=O. Product: [C:36]([C:20]1[C:21]2[C:26](=[CH:25][CH:24]=[C:23]([O:29][C:30]3[CH:31]=[CH:32][CH:33]=[CH:34][CH:35]=3)[CH:22]=2)[C:27]([OH:28])=[C:18]([C:16]([NH:15][CH2:14][C:7]([CH2:11][CH2:12][CH3:13])([CH2:8][CH2:9][CH3:10])[C:6]([OH:38])=[O:5])=[O:17])[N:19]=1)#[N:37]. The catalyst class is: 2. (7) Reactant: Cl[C:2]1[N:7]=[C:6]([NH:8][C:9]2[NH:10][N:11]=[C:12]([O:14][CH2:15][C:16]3[CH:21]=[C:20]([CH3:22])[CH:19]=[C:18]([O:23][CH3:24])[CH:17]=3)[CH:13]=2)[CH:5]=[CH:4][N:3]=1.Cl.[CH3:26][C:27]1[CH:31]=[C:30]([CH2:32][NH2:33])[O:29][N:28]=1.C(N(C(C)C)C(C)C)C. Product: [CH3:24][O:23][C:18]1[CH:17]=[C:16]([CH2:15][O:14][C:12]2[NH:11][N:10]=[C:9]([NH:8][C:6]3[CH:5]=[CH:4][N:3]=[C:2]([NH:33][CH2:32][C:30]4[O:29][N:28]=[C:27]([CH3:26])[CH:31]=4)[N:7]=3)[CH:13]=2)[CH:21]=[C:20]([CH3:22])[CH:19]=1. The catalyst class is: 8. (8) Reactant: C[O:2][C:3](=[O:22])[C:4]1[CH:9]=[CH:8][C:7]([C:10]2[N:14]3[N:15]=[CH:16][CH:17]=[C:18]([CH3:19])[C:13]3=[C:12]([C:20]#[N:21])[CH:11]=2)=[CH:6][CH:5]=1.O.[OH-].[Li+].Cl. Product: [C:20]([C:12]1[CH:11]=[C:10]([C:7]2[CH:8]=[CH:9][C:4]([C:3]([OH:22])=[O:2])=[CH:5][CH:6]=2)[N:14]2[C:13]=1[C:18]([CH3:19])=[CH:17][CH:16]=[N:15]2)#[N:21]. The catalyst class is: 738. (9) Reactant: [C:1]([C:3]1[CH:4]=[CH:5][C:6]([O:13][CH3:14])=[C:7]([CH:12]=1)[C:8]([O:10]C)=[O:9])#[N:2].[OH-].[Na+].Cl. Product: [C:1]([C:3]1[CH:4]=[CH:5][C:6]([O:13][CH3:14])=[C:7]([CH:12]=1)[C:8]([OH:10])=[O:9])#[N:2]. The catalyst class is: 12.